This data is from Forward reaction prediction with 1.9M reactions from USPTO patents (1976-2016). The task is: Predict the product of the given reaction. (1) Given the reactants Br[C:2]1[CH:3]=[C:4]([N:8]([C:13]2[C:32]([CH:33]3[CH2:35][CH2:34]3)=[CH:31][C:16]3[C:17]([C:27]([NH:29][CH3:30])=[O:28])=[C:18]([C:20]4[CH:25]=[CH:24][C:23]([F:26])=[CH:22][CH:21]=4)[O:19][C:15]=3[CH:14]=2)[S:9]([CH3:12])(=[O:11])=[O:10])[CH:5]=[CH:6][CH:7]=1.C([O-])(=O)C.[K+].[B:41]1([B:41]2[O:45][C:44]([CH3:47])([CH3:46])[C:43]([CH3:49])([CH3:48])[O:42]2)[O:45][C:44]([CH3:47])([CH3:46])[C:43]([CH3:49])([CH3:48])[O:42]1, predict the reaction product. The product is: [CH:33]1([C:32]2[C:13]([N:8]([C:4]3[CH:5]=[CH:6][CH:7]=[C:2]([B:41]4[O:45][C:44]([CH3:47])([CH3:46])[C:43]([CH3:49])([CH3:48])[O:42]4)[CH:3]=3)[S:9]([CH3:12])(=[O:11])=[O:10])=[CH:14][C:15]3[O:19][C:18]([C:20]4[CH:25]=[CH:24][C:23]([F:26])=[CH:22][CH:21]=4)=[C:17]([C:27]([NH:29][CH3:30])=[O:28])[C:16]=3[CH:31]=2)[CH2:35][CH2:34]1. (2) Given the reactants [N:1]1[CH:6]=[CH:5][N:4]=[CH:3][C:2]=1[NH2:7].Br[CH2:9][C:10](=O)[C:11]([F:14])([F:13])[F:12], predict the reaction product. The product is: [F:12][C:11]([F:14])([F:13])[C:10]1[N:7]=[C:2]2[CH:3]=[N:4][CH:5]=[CH:6][N:1]2[CH:9]=1. (3) The product is: [CH2:1]([Si:9]([O:14][CH3:15])([O:10][CH3:11])[O:12][CH3:13])[CH2:2][CH2:3][CH2:4][CH2:5][CH:6]([CH3:8])[CH3:7].[OH-:20].[K+:32]. Given the reactants [CH2:1]([Si:9]([O:14][CH3:15])([O:12][CH3:13])[O:10][CH3:11])[CH2:2][CH2:3][CH2:4][CH2:5][CH:6]([CH3:8])[CH3:7].CC(CC(C)(C)C)C[Si](OC)(OC)[O:20]C.[OH-].[K+:32], predict the reaction product. (4) The product is: [F:9][C:8]([F:11])([F:10])[C:5]1[CH:6]=[CH:7][C:2]([CH:14]([C:12]#[N:13])[C:15]([O:17][CH2:18][CH3:19])=[O:16])=[CH:3][CH:4]=1. Given the reactants Br[C:2]1[CH:7]=[CH:6][C:5]([C:8]([F:11])([F:10])[F:9])=[CH:4][CH:3]=1.[C:12]([CH2:14][C:15]([O:17][CH2:18][CH3:19])=[O:16])#[N:13], predict the reaction product. (5) Given the reactants [F:1][C:2]([F:17])([F:16])[C:3]1[CH:4]=[CH:5][C:6]([NH:9][C:10](=[O:15])[C:11]([CH3:14])([CH3:13])[CH3:12])=[N:7][CH:8]=1.CN(CCN(C)C)C.[Li]CCCC.[I:31]I, predict the reaction product. The product is: [I:31][C:5]1[C:6]([NH:9][C:10](=[O:15])[C:11]([CH3:12])([CH3:13])[CH3:14])=[N:7][CH:8]=[C:3]([C:2]([F:16])([F:1])[F:17])[CH:4]=1.